This data is from Forward reaction prediction with 1.9M reactions from USPTO patents (1976-2016). The task is: Predict the product of the given reaction. Given the reactants [CH3:1][S:2]([N:5]1[CH2:10][CH2:9][N:8]([C:11]2[CH:16]=[CH:15][C:14]([O:17][CH2:18][C:19]([F:22])([F:21])[F:20])=[CH:13][N:12]=2)[CH2:7][CH2:6]1)(=[O:4])=[O:3].[Li+].C[Si]([N-:28][Si](C)(C)C)(C)C.P(Cl)(OCC)(OCC)=O.[N:42]1[CH:47]=[CH:46][CH:45]=[CH:44][C:43]=1[CH2:48][CH2:49]C=O.[NH2:52][OH:53], predict the reaction product. The product is: [OH:53][NH:52][CH:49]([CH2:1][S:2]([N:5]1[CH2:10][CH2:9][N:8]([C:11]2[CH:16]=[CH:15][C:14]([O:17][CH2:18][C:19]([F:22])([F:20])[F:21])=[CH:13][N:12]=2)[CH2:7][CH2:6]1)(=[O:4])=[O:3])[CH2:48][CH2:43][C:42]1[N:47]=[CH:46][CH:45]=[CH:44][N:28]=1.